Dataset: Full USPTO retrosynthesis dataset with 1.9M reactions from patents (1976-2016). Task: Predict the reactants needed to synthesize the given product. (1) Given the product [Br:20][C:17]1[CH:18]=[CH:19][C:14]([O:10][CH2:9][CH2:8][N:1]2[CH2:7][CH2:6][CH2:5][CH2:4][CH2:3][CH2:2]2)=[N:15][CH:16]=1, predict the reactants needed to synthesize it. The reactants are: [N:1]1([CH2:8][CH2:9][OH:10])[CH2:7][CH2:6][CH2:5][CH2:4][CH2:3][CH2:2]1.[H-].[Na+].Br[C:14]1[CH:19]=[CH:18][C:17]([Br:20])=[CH:16][N:15]=1.O. (2) Given the product [C:13]([NH:17][C:9]1[CH:10]=[C:5]([C:1]([CH3:4])([CH3:3])[CH3:2])[N:6]=[C:7]([Cl:12])[N:8]=1)([CH3:16])([CH3:15])[CH3:14], predict the reactants needed to synthesize it. The reactants are: [C:1]([C:5]1[CH:10]=[C:9](Cl)[N:8]=[C:7]([Cl:12])[N:6]=1)([CH3:4])([CH3:3])[CH3:2].[C:13]([NH2:17])([CH3:16])([CH3:15])[CH3:14]. (3) The reactants are: [NH2:1][C:2]1[N:6]([C:7]2[CH:8]=[C:9]([CH:15]=[CH:16][CH:17]=2)[C:10]([O:12][CH2:13][CH3:14])=[O:11])[N:5]=[C:4]([C:18]([CH3:21])([CH3:20])[CH3:19])[CH:3]=1.C([O-])([O-])=O.[K+].[K+].Cl[C:29]([O:31][C:32]1[CH:37]=[CH:36][CH:35]=[CH:34][CH:33]=1)=[O:30]. Given the product [C:18]([C:4]1[CH:3]=[C:2]([NH:1][C:29]([O:31][C:32]2[CH:37]=[CH:36][CH:35]=[CH:34][CH:33]=2)=[O:30])[N:6]([C:7]2[CH:8]=[C:9]([CH:15]=[CH:16][CH:17]=2)[C:10]([O:12][CH2:13][CH3:14])=[O:11])[N:5]=1)([CH3:20])([CH3:19])[CH3:21], predict the reactants needed to synthesize it. (4) Given the product [C:1]1([S:7]([N:10]2[C:18]3[C:13](=[CH:14][CH:15]=[CH:16][CH:17]=3)[C:12]([C:29]3[NH:30][CH:31]=[CH:32][N:33]=3)=[CH:11]2)(=[O:8])=[O:9])[CH:6]=[CH:5][CH:4]=[CH:3][CH:2]=1, predict the reactants needed to synthesize it. The reactants are: [C:1]1([S:7]([N:10]2[C:18]3[C:13](=[CH:14][CH:15]=[CH:16][CH:17]=3)[C:12](B3OC(C)(C)C(C)(C)O3)=[CH:11]2)(=[O:9])=[O:8])[CH:6]=[CH:5][CH:4]=[CH:3][CH:2]=1.Br[C:29]1[NH:30][CH:31]=[CH:32][N:33]=1.C([O-])([O-])=O.[Na+].[Na+].O1CCOCC1. (5) Given the product [C:1]([C:5]1[N:9]([CH2:10][CH:11]2[CH2:16][CH2:15][C:14]([F:18])([F:17])[CH2:13][CH2:12]2)[C:8]2[CH:19]=[CH:20][C:21]([C:23]([N:59]3[CH2:68][CH2:67][CH:62]([C:63]([O:65][CH3:66])=[O:64])[CH2:61][CH2:60]3)=[O:24])=[CH:22][C:7]=2[N:6]=1)([CH3:4])([CH3:2])[CH3:3], predict the reactants needed to synthesize it. The reactants are: [C:1]([C:5]1[N:9]([CH2:10][CH:11]2[CH2:16][CH2:15][C:14]([F:18])([F:17])[CH2:13][CH2:12]2)[C:8]2[CH:19]=[CH:20][C:21]([C:23](O)=[O:24])=[CH:22][C:7]=2[N:6]=1)([CH3:4])([CH3:3])[CH3:2].CCN(C(C)C)C(C)C.CN(C(ON1N=NC2C=CC=NC1=2)=[N+](C)C)C.F[P-](F)(F)(F)(F)F.[NH:59]1[CH2:68][CH2:67][CH:62]([C:63]([O:65][CH3:66])=[O:64])[CH2:61][CH2:60]1. (6) Given the product [C:1]([NH:4][C@H:5]([C:27]([NH:50][CH2:49][CH2:48][S:47][C:39](=[O:46])[C:40]1[CH:45]=[CH:44][CH:43]=[CH:42][CH:41]=1)=[O:29])[CH2:6][S:7][C:8]([C:21]1[CH:22]=[CH:23][CH:24]=[CH:25][CH:26]=1)([C:15]1[CH:16]=[CH:17][CH:18]=[CH:19][CH:20]=1)[C:9]1[CH:14]=[CH:13][CH:12]=[CH:11][CH:10]=1)(=[O:3])[CH3:2], predict the reactants needed to synthesize it. The reactants are: [C:1]([NH:4][C@H:5]([C:27]([OH:29])=O)[CH2:6][S:7][C:8]([C:21]1[CH:26]=[CH:25][CH:24]=[CH:23][CH:22]=1)([C:15]1[CH:20]=[CH:19][CH:18]=[CH:17][CH:16]=1)[C:9]1[CH:14]=[CH:13][CH:12]=[CH:11][CH:10]=1)(=[O:3])[CH3:2].Cl.C(SCCN)(=O)C.Cl.[C:39]([S:47][CH2:48][CH2:49][NH2:50])(=[O:46])[C:40]1[CH:45]=[CH:44][CH:43]=[CH:42][CH:41]=1. (7) Given the product [C:1]([O:5][C:6](=[O:42])[CH2:7][C@H:8]([NH:16][C:17]([C@@H:19]1[CH2:24][CH2:23][CH2:22][N:21]([C:25](=[O:41])[CH2:26][CH2:27][CH:28]2[CH2:29][CH2:30][N:31]([C:34]([O:36][C:37]([CH3:40])([CH3:39])[CH3:38])=[O:35])[CH2:32][CH2:33]2)[CH2:20]1)=[O:18])[C:9]1[CH:10]=[N:11][CH:12]=[C:13]([O:15][CH2:51][CH2:50][F:49])[CH:14]=1)([CH3:3])([CH3:2])[CH3:4], predict the reactants needed to synthesize it. The reactants are: [C:1]([O:5][C:6](=[O:42])[CH2:7][C@H:8]([NH:16][C:17]([C@@H:19]1[CH2:24][CH2:23][CH2:22][N:21]([C:25](=[O:41])[CH2:26][CH2:27][CH:28]2[CH2:33][CH2:32][N:31]([C:34]([O:36][C:37]([CH3:40])([CH3:39])[CH3:38])=[O:35])[CH2:30][CH2:29]2)[CH2:20]1)=[O:18])[C:9]1[CH:10]=[N:11][CH:12]=[C:13]([OH:15])[CH:14]=1)([CH3:4])([CH3:3])[CH3:2].C(=O)([O-])[O-].[Cs+].[Cs+].[F:49][CH2:50][CH2:51]OS(C1C=CC(C)=CC=1)(=O)=O. (8) Given the product [F:27][C:26]([F:29])([F:28])[S:23]([O:25]/[C:11](=[C:10]1/[CH:14]([CH2:15][CH3:16])[O:13][CH:7]([C:1]2[CH:6]=[CH:5][CH:4]=[CH:3][CH:2]=2)[CH2:8][CH2:9]/1)/[CH3:12])(=[O:24])=[O:22], predict the reactants needed to synthesize it. The reactants are: [C:1]1([CH:7]([OH:13])[CH2:8][CH2:9][C:10]#[C:11][CH3:12])[CH:6]=[CH:5][CH:4]=[CH:3][CH:2]=1.[CH:14](=O)[CH2:15][CH3:16].C[Si]([O:22][S:23]([C:26]([F:29])([F:28])[F:27])(=[O:25])=[O:24])(C)C.C([O-])(O)=O.[Na+]. (9) The reactants are: [CH3:1][O:2][C:3]1[CH:8]=[CH:7][C:6]([C:9]2([O:19]C)C(OC)=CC=C(CO)C2)=[CH:5][C:4]=1[N+:21]([O-:23])=[O:22].[CH3:24][O:25][C:26]1[CH:27]=[C:28](Br)[CH:29]=[C:30]([O:32][CH3:33])[CH:31]=1.[Mg].COC1C=CC(C=O)=CC=1[N+]([O-])=O. Given the product [CH3:1][O:2][C:3]1[CH:8]=[CH:7][C:6]([CH:9]([C:28]2[CH:27]=[C:26]([O:25][CH3:24])[CH:31]=[C:30]([O:32][CH3:33])[CH:29]=2)[OH:19])=[CH:5][C:4]=1[N+:21]([O-:23])=[O:22], predict the reactants needed to synthesize it.